Predict the reactants needed to synthesize the given product. From a dataset of Full USPTO retrosynthesis dataset with 1.9M reactions from patents (1976-2016). (1) Given the product [F:17][C:14]1[CH:15]=[CH:16][C:11]([C:10]2[C:9]3[C:4](=[CH:5][CH:6]=[CH:7][CH:8]=3)[N:3]([CH:18]([CH3:20])[CH3:19])[C:2]=2/[CH:34]=[CH:33]/[C:32]([OH:36])=[O:35])=[CH:12][CH:13]=1, predict the reactants needed to synthesize it. The reactants are: Br[C:2]1[N:3]([CH:18]([CH3:20])[CH3:19])[C:4]2[C:9]([C:10]=1[C:11]1[CH:16]=[CH:15][C:14]([F:17])=[CH:13][CH:12]=1)=[CH:8][CH:7]=[CH:6][CH:5]=2.CN(C=O)C.C(=O)([O-])[O-].[Cs+].[Cs+].[C:32]([OH:36])(=[O:35])[CH:33]=[CH2:34]. (2) Given the product [CH2:1]([C:8]1[C:15]([C:16]#[N:17])=[C:14]([OH:18])[C:13]([OH:19])=[CH:12][C:9]=1[C:10]#[N:11])[C:2]1[CH:3]=[CH:4][CH:5]=[CH:6][CH:7]=1, predict the reactants needed to synthesize it. The reactants are: [CH2:1]([C:8]1[C:15]([C:16]#[N:17])=[C:14]([OH:18])[C:13]([O:19]C)=[CH:12][C:9]=1[C:10]#[N:11])[C:2]1[CH:7]=[CH:6][CH:5]=[CH:4][CH:3]=1.B(Br)(Br)Br. (3) The reactants are: [NH2:1][C:2]1[CH:3]=[CH:4][C:5]([C:18]([CH3:21])([CH3:20])[CH3:19])=[C:6]([NH:8][C:9](=[O:17])[CH2:10][N:11]2[CH2:16][CH2:15][O:14][CH2:13][CH2:12]2)[CH:7]=1.[C:22]1([C:28]2[S:32][C:31]([C:33](O)=[O:34])=[CH:30][CH:29]=2)[CH:27]=[CH:26][CH:25]=[CH:24][CH:23]=1.C(N(C(C)C)CC)(C)C. Given the product [C:18]([C:5]1[CH:4]=[CH:3][C:2]([NH:1][C:33]([C:31]2[S:32][C:28]([C:22]3[CH:23]=[CH:24][CH:25]=[CH:26][CH:27]=3)=[CH:29][CH:30]=2)=[O:34])=[CH:7][C:6]=1[NH:8][C:9](=[O:17])[CH2:10][N:11]1[CH2:12][CH2:13][O:14][CH2:15][CH2:16]1)([CH3:21])([CH3:20])[CH3:19], predict the reactants needed to synthesize it. (4) Given the product [S:1]1[CH:5]=[CH:4][C:3]([C:6]2[S:14][C:13]3[C:12]([Cl:23])=[N:11][CH:10]=[N:9][C:8]=3[CH:7]=2)=[CH:2]1, predict the reactants needed to synthesize it. The reactants are: [S:1]1[CH:5]=[CH:4][C:3]([C:6]2[S:14][C:13]3[C:12](=O)[NH:11][CH:10]=[N:9][C:8]=3[CH:7]=2)=[CH:2]1.C(=O)(O)[O-].[Na+].P(Cl)(Cl)([Cl:23])=O. (5) Given the product [Br:13][C:11]1[S:12][C:4]2[C:3]([C:1]#[N:2])=[CH:8][N:7]=[C:6]([Cl:16])[C:5]=2[CH:10]=1, predict the reactants needed to synthesize it. The reactants are: [C:1]([C:3]1[C:4]2[S:12][C:11]([Br:13])=[CH:10][C:5]=2[C:6](=O)[NH:7][CH:8]=1)#[N:2].P(Cl)(Cl)([Cl:16])=O. (6) Given the product [CH3:34][C:35]1([CH3:42])[N:40]([CH2:6][C@H:7]2[CH2:12][N:11]([S:13]([C:16]3[S:17][CH:18]=[CH:19][CH:20]=3)(=[O:14])=[O:15])[CH2:10][CH2:9][N:8]2[C:21]2[CH:22]=[CH:23][C:24]([C:27]([OH:33])([CH3:32])[C:28]([F:31])([F:30])[F:29])=[CH:25][CH:26]=2)[CH2:39][CH2:38][NH:37][C:36]1=[O:41], predict the reactants needed to synthesize it. The reactants are: CS(O[CH2:6][C@H:7]1[CH2:12][N:11]([S:13]([C:16]2[S:17][CH:18]=[CH:19][CH:20]=2)(=[O:15])=[O:14])[CH2:10][CH2:9][N:8]1[C:21]1[CH:26]=[CH:25][C:24]([C:27]([OH:33])([CH3:32])[C:28]([F:31])([F:30])[F:29])=[CH:23][CH:22]=1)(=O)=O.[CH3:34][C:35]1([CH3:42])[NH:40][CH2:39][CH2:38][NH:37][C:36]1=[O:41].C(=O)([O-])[O-].[K+].[K+].